This data is from Full USPTO retrosynthesis dataset with 1.9M reactions from patents (1976-2016). The task is: Predict the reactants needed to synthesize the given product. (1) The reactants are: [CH3:1][O:2][C:3](=[O:25])[C:4]1[CH:9]=[CH:8][C:7]([CH:10]=[C:11]([C:23]#[N:24])[C:12]2[CH:17]=[CH:16][C:15]([O:18][C:19]([F:22])([F:21])[F:20])=[CH:14][CH:13]=2)=[CH:6][CH:5]=1.[BH4-]. Given the product [CH3:1][O:2][C:3](=[O:25])[C:4]1[CH:9]=[CH:8][C:7]([CH2:10][CH:11]([C:23]#[N:24])[C:12]2[CH:17]=[CH:16][C:15]([O:18][C:19]([F:20])([F:22])[F:21])=[CH:14][CH:13]=2)=[CH:6][CH:5]=1, predict the reactants needed to synthesize it. (2) Given the product [CH3:1][C:2]([CH3:31])([CH3:30])[CH2:3][N:4]1[C:12]2[C:7](=[N:8][C:9]([CH:13]3[CH2:19][CH:18]4[N:20]([C:21]([O:23][C:24]([CH3:25])([CH3:27])[CH3:26])=[O:22])[CH:15]([CH2:16][CH2:17]4)[CH:14]3[OH:32])=[CH:10][CH:11]=2)[N:6]([CH3:28])[C:5]1=[O:29], predict the reactants needed to synthesize it. The reactants are: [CH3:1][C:2]([CH3:31])([CH3:30])[CH2:3][N:4]1[C:12]2[C:7](=[N:8][C:9]([C:13]3[CH2:19][CH:18]4[N:20]([C:21]([O:23][C:24]([CH3:27])([CH3:26])[CH3:25])=[O:22])[CH:15]([CH2:16][CH2:17]4)[CH:14]=3)=[CH:10][CH:11]=2)[N:6]([CH3:28])[C:5]1=[O:29].[O:32]1CCCC1.B.OO.[OH-].[Na+]. (3) Given the product [Br:17][C:18]1[CH:23]=[C:22]([C:2]2[N:7]=[C:6]([C:8]3[CH:13]=[CH:12][C:11]([Cl:14])=[C:10]([Cl:15])[CH:9]=3)[CH:5]=[C:4]([CH3:16])[N:3]=2)[CH:21]=[CH:20][CH:19]=1, predict the reactants needed to synthesize it. The reactants are: Cl[C:2]1[N:7]=[C:6]([C:8]2[CH:13]=[CH:12][C:11]([Cl:14])=[C:10]([Cl:15])[CH:9]=2)[CH:5]=[C:4]([CH3:16])[N:3]=1.[Br:17][C:18]1[CH:19]=[C:20](B(O)O)[CH:21]=[CH:22][CH:23]=1. (4) Given the product [F:1][C:2]1[C:11]2[O:12][CH2:30][C@@H:29]([CH2:28][OH:27])[N:9]3[C:10]=2[C:5]([CH:6]=[CH:7][C:8]3=[O:13])=[C:4](/[CH:15]=[CH:16]/[C:17]([O:19][CH2:20][CH3:21])=[O:18])[CH:3]=1, predict the reactants needed to synthesize it. The reactants are: [F:1][C:2]1[C:11]([OH:12])=[C:10]2[C:5]([CH:6]=[CH:7][C:8]([O:13]C)=[N:9]2)=[C:4](/[CH:15]=[CH:16]/[C:17]([O:19][CH2:20][CH3:21])=[O:18])[CH:3]=1.[H-].[Na+].S(C1C=CC([N+]([O-])=O)=CC=1)([O:27][CH2:28][C@H:29]1O[CH2:30]1)(=O)=O. (5) Given the product [CH2:10]([O:12][C:13]([NH:2][CH2:3][C:4]([CH3:9])([CH3:8])[C:5]([OH:7])=[O:6])=[O:14])[CH3:11], predict the reactants needed to synthesize it. The reactants are: Cl.[NH2:2][CH2:3][C:4]([CH3:9])([CH3:8])[C:5]([OH:7])=[O:6].[CH2:10]([O:12][C:13](Cl)=[O:14])[CH3:11].